This data is from Forward reaction prediction with 1.9M reactions from USPTO patents (1976-2016). The task is: Predict the product of the given reaction. (1) Given the reactants [Cl:1][C:2]1[CH:7]=[C:6]([Cl:8])[CH:5]=[CH:4][C:3]=1[C:9]1[C:31](=[O:32])[N:30]([CH3:33])[C:12]2[N:13]([CH:27]([F:29])[F:28])[C:14]3[C:19]([C:11]=2[CH:10]=1)=[CH:18][C:17]([C:20](=O)/[CH:21]=[CH:22]/[N:23](C)C)=[CH:16][CH:15]=3.O.[NH2:35]N, predict the reaction product. The product is: [Cl:1][C:2]1[CH:7]=[C:6]([Cl:8])[CH:5]=[CH:4][C:3]=1[C:9]1[C:31](=[O:32])[N:30]([CH3:33])[C:12]2[N:13]([CH:27]([F:29])[F:28])[C:14]3[C:19]([C:11]=2[CH:10]=1)=[CH:18][C:17]([C:20]1[CH:21]=[CH:22][NH:23][N:35]=1)=[CH:16][CH:15]=3. (2) Given the reactants [C:1]([O:5][C:6]([N:8]1[C:16]2[C:11](=[CH:12][CH:13]=[CH:14][C:15]=2[CH2:17][CH:18]=[C:19]([CH3:21])[CH3:20])[C:10]([C:22]2[O:23][C:24]([C:37](C)(C)[O:38][SiH2]C(C)(C)C)=[CH:25][C:26](=[O:36])[C:27]=2[O:28][Si](C(C)(C)C)(C)C)=[CH:9]1)=[O:7])([CH3:4])([CH3:3])[CH3:2].CCCC[N+](CCCC)(CCCC)CCCC.[F-].[OH-].[K+].[CH3:66][O:67][C:68]1[CH:75]=[CH:74][C:71]([CH2:72]Cl)=[CH:70][CH:69]=1, predict the reaction product. The product is: [C:1]([O:5][C:6]([N:8]1[C:16]2[C:11](=[CH:12][CH:13]=[CH:14][C:15]=2[CH2:17][CH:18]=[C:19]([CH3:21])[CH3:20])[C:10]([C:22]2[O:23][C:24]([CH2:37][OH:38])=[CH:25][C:26](=[O:36])[C:27]=2[O:28][CH2:72][C:71]2[CH:74]=[CH:75][C:68]([O:67][CH3:66])=[CH:69][CH:70]=2)=[CH:9]1)=[O:7])([CH3:2])([CH3:3])[CH3:4].